This data is from Forward reaction prediction with 1.9M reactions from USPTO patents (1976-2016). The task is: Predict the product of the given reaction. (1) Given the reactants [F:1][C:2]([F:35])([F:34])[C:3]1[CH:11]=[C:10]([C:12]#[N:13])[CH:9]=[C:8]2[C:4]=1[C:5]([NH:22][C:23](=[O:33])[CH2:24][N:25]1[CH2:30][CH2:29][N:28]([CH2:31][CH3:32])[CH2:27][CH2:26]1)([C:15]1[CH:20]=[CH:19][C:18]([Cl:21])=[CH:17][CH:16]=1)[C:6](=[O:14])[NH:7]2.[OH-:36].[K+], predict the reaction product. The product is: [Cl:21][C:18]1[CH:17]=[CH:16][C:15]([C:5]2([NH:22][C:23](=[O:33])[CH2:24][N:25]3[CH2:26][CH2:27][N:28]([CH2:31][CH3:32])[CH2:29][CH2:30]3)[C:4]3[C:8](=[CH:9][C:10]([C:12]([NH2:13])=[O:36])=[CH:11][C:3]=3[C:2]([F:1])([F:34])[F:35])[NH:7][C:6]2=[O:14])=[CH:20][CH:19]=1. (2) Given the reactants F[C:2]1[N:10]=[C:9]2[C:5]([NH:6][CH:7]=[N:8]2)=[C:4](Cl)[N:3]=1.C1(P(C2C=CC=CC=2)C2C=CC=CC=2)C=CC=CC=1.N(C(OCC)=O)=NC(OCC)=O, predict the reaction product. The product is: [N:3]1[CH:4]=[C:5]2[C:9]([N:8]=[CH:7][NH:6]2)=[N:10][CH:2]=1. (3) Given the reactants Br[CH2:2][C:3]1[CH:8]=[CH:7][CH:6]=[C:5]([N+:9]([O-:11])=[O:10])[CH:4]=1.[F:12][C:13]1[CH:18]=[C:17]([F:19])[C:16]([F:20])=[CH:15][C:14]=1[C:21]1[CH:26]=[CH:25][C:24]([OH:27])=[CH:23][CH:22]=1.C(=O)([O-])[O-].[K+].[K+].FC1C=C(F)C=CC=1C1C=CC(OCC2C=CC=C([N+]([O-])=O)C=2)=CC=1, predict the reaction product. The product is: [F:12][C:13]1[CH:18]=[C:17]([F:19])[C:16]([F:20])=[CH:15][C:14]=1[C:21]1[CH:22]=[CH:23][C:24]([O:27][CH2:2][C:3]2[CH:8]=[CH:7][CH:6]=[C:5]([N+:9]([O-:11])=[O:10])[CH:4]=2)=[CH:25][CH:26]=1. (4) Given the reactants [CH2:1]([OH:4])[CH:2]=[CH2:3].[H-].[Na+].F[C:8]1[CH:17]=[CH:16][CH:15]=[C:14]2[C:9]=1[C:10]([NH:18][C:19]1[CH:20]=[C:21]3[C:25](=[CH:26][CH:27]=1)[N:24]([CH2:28][C:29]1[CH:34]=[CH:33][CH:32]=[CH:31][N:30]=1)[CH:23]=[CH:22]3)=[N:11][CH:12]=[N:13]2, predict the reaction product. The product is: [CH2:1]([O:4][C:8]1[CH:17]=[CH:16][CH:15]=[C:14]2[C:9]=1[C:10]([NH:18][C:19]1[CH:20]=[C:21]3[C:25](=[CH:26][CH:27]=1)[N:24]([CH2:28][C:29]1[CH:34]=[CH:33][CH:32]=[CH:31][N:30]=1)[CH:23]=[CH:22]3)=[N:11][CH:12]=[N:13]2)[CH:2]=[CH2:3]. (5) Given the reactants C([O:3][C:4](=[O:45])[CH:5]([C:10]1[CH:11]=[C:12]([C:35]2[CH:40]=[CH:39][C:38]([C:41]([F:44])([F:43])[F:42])=[CH:37][CH:36]=2)[CH:13]=[C:14]([CH:16]2[CH2:21][CH2:20][CH2:19][N:18]([CH:22]([C:29]3[CH:34]=[CH:33][CH:32]=[CH:31][CH:30]=3)[C:23]3[CH:28]=[CH:27][CH:26]=[CH:25][CH:24]=3)[CH2:17]2)[CH:15]=1)[CH2:6][CH:7]([CH3:9])[CH3:8])C.[OH-].[K+], predict the reaction product. The product is: [CH:22]([N:18]1[CH2:19][CH2:20][CH2:21][CH:16]([C:14]2[CH:15]=[C:10]([CH:5]([CH2:6][CH:7]([CH3:9])[CH3:8])[C:4]([OH:45])=[O:3])[CH:11]=[C:12]([C:35]3[CH:40]=[CH:39][C:38]([C:41]([F:42])([F:43])[F:44])=[CH:37][CH:36]=3)[CH:13]=2)[CH2:17]1)([C:29]1[CH:30]=[CH:31][CH:32]=[CH:33][CH:34]=1)[C:23]1[CH:28]=[CH:27][CH:26]=[CH:25][CH:24]=1. (6) The product is: [CH2:1]([C@@:8]12[CH2:21][CH2:20][C@:19]([OH:22])([C:29]([F:32])([F:31])[F:30])[CH2:18][C@H:17]1[CH2:16][CH2:15][C:14]1[CH:13]=[C:12]([C:23]([O:25][CH3:26])=[O:24])[CH:11]=[CH:10][C:9]2=1)[C:2]1[CH:3]=[CH:4][CH:5]=[CH:6][CH:7]=1. Given the reactants [CH2:1]([C@@:8]12[CH2:21][CH2:20][C:19](=[O:22])[CH2:18][C@H:17]1[CH2:16][CH2:15][C:14]1[CH:13]=[C:12]([C:23]([O:25][CH3:26])=[O:24])[CH:11]=[CH:10][C:9]2=1)[C:2]1[CH:7]=[CH:6][CH:5]=[CH:4][CH:3]=1.C[Si](C)(C)[C:29]([F:32])([F:31])[F:30].[F-].C([N+](CCCC)(CCCC)CCCC)CCC, predict the reaction product.